This data is from Experimentally validated miRNA-target interactions with 360,000+ pairs, plus equal number of negative samples. The task is: Binary Classification. Given a miRNA mature sequence and a target amino acid sequence, predict their likelihood of interaction. (1) The miRNA is hsa-miR-4712-3p with sequence AAUGAGAGACCUGUACUGUAU. The protein sequence of the target gene is MTSELDIFVGNTTLIDEDVYRLWLDGYSVTDAVALRVRSGILEQTGATAAVLQSDTMDHYRTFHMLERLLHAPPKLLHQLIFQIPPSRQALLIERYYAFDEAFVREVLGKKLSKGTKKDLDDISTKTGITLKSCRRQFDNFKRVFKVVEEMRGSLVDNIQQHFLLSDRLARDYAAIVFFANNRFETGKKKLQYLSFGDFAFCAELMIQNWTLGAVGEAPTDPDSQMDDMDMDLDKEFLQDLKELKVLVADKDLLDLHKSLVCTALRGKLGVFSEMEANFKNLSRGLVNVAAKLTHNKDVR.... Result: 0 (no interaction). (2) The miRNA is hsa-miR-4786-5p with sequence UGAGACCAGGACUGGAUGCACC. The protein sequence of the target gene is MAAPRVFPLSCAVQQYAWGKMGSNSEVARLLASSDPLAQIAEDKPYAELWMGTHPRGDAKILDNRISQKTLSQWIAENQDSLGSKVKDTFNGNLPFLFKVLSVETPLSIQAHPNKELAEKLHLQAPQHYPDANHKPEMAIALTPFQGLCGFRPVEEIVTFLKKVPEFQFLIGDEAATHLKQTMSHDSQAVASSLQSCFSHLMKSEKKVVVEQLNLLVKRISQQAAAGNNMEDIFGELLLQLHQQYPGDIGCFAIYFLNLLTLKPGEAMFLEANVPHAYLKGDCVECMACSDNTVRAGLTP.... Result: 1 (interaction). (3) The miRNA is hsa-miR-6806-5p with sequence UGUAGGCAUGAGGCAGGGCCCAGG. The protein sequence of the target gene is MVSSQKLEKPIEMGSSEPLPIVDSDKRRKKKRKTRATDSLPGKFEDVYQLTSELLGEGAYAKVQGAVNLQSGKEYAVKIIEKQAGHSRSRVFREVETLYQCQGNRNILELIEFFEDDTRFYLVFEKLQGGSILAHIQKRKHFNEREASRVVRDVATALDFLHTKGIAHRDLKPENILCESPEKVSPVKICDFDLGSGVKLNNSCTPITTPELTTPCGSAEYMAPEVVEVFRDEATFYDKRCDLWSLGVVLYIMLSGYPPFVGHCGADCGWDRGEVCRMCQNKLFESIQEGKYEFPDKDWA.... Result: 0 (no interaction). (4) The miRNA is hsa-miR-496 with sequence UGAGUAUUACAUGGCCAAUCUC. Result: 0 (no interaction). The protein sequence of the target gene is MDNQQDKVIAASANGDNNLINGVKNNDSEDQEVAMKSFVALEATTPIQPIPVIQKESPMFPRGLLPPPSKKPCMQSPPSPLALIEAPDHSANSASVNAISLTSGVAKGLNTWSLPNECEKAPFAIMEPAGMSALNGDCLMQPSRTCLGCFMESKEAVDPEPGISLKVSDLNRDYETCAVSDIGIQCINAGENIKYGEQLLSDQLLGFPLHKSRAGDRRESEKPDIDLEDPTQKSYYEALLLDKCNTEEALLANSNQDWGYFETFISESKIELLDLCSKNELSVNLFSEEDVENYMFDDDE....